This data is from Forward reaction prediction with 1.9M reactions from USPTO patents (1976-2016). The task is: Predict the product of the given reaction. (1) Given the reactants [NH:1]1[CH2:5][CH2:4][CH2:3][C:2]1=[O:6].Br[C:8]1[N:13]=[CH:12][C:11]([C:14]([N:16]2[CH2:21][CH2:20][N:19]([C:22]3[C:27]([CH3:28])=[CH:26][C:25]([CH:29]4[CH2:31][CH2:30]4)=[CH:24][N:23]=3)[CH2:18][CH2:17]2)=[O:15])=[CH:10][CH:9]=1, predict the reaction product. The product is: [CH:29]1([C:25]2[CH:26]=[C:27]([CH3:28])[C:22]([N:19]3[CH2:20][CH2:21][N:16]([C:14]([C:11]4[CH:10]=[CH:9][C:8]([N:1]5[CH2:5][CH2:4][CH2:3][C:2]5=[O:6])=[N:13][CH:12]=4)=[O:15])[CH2:17][CH2:18]3)=[N:23][CH:24]=2)[CH2:30][CH2:31]1. (2) Given the reactants [CH3:1][N:2]1[CH2:7][CH2:6][N:5]([CH2:8][C:9]([NH:11][C:12]2[CH:13]=[C:14]([C:18]3[N:27]=[C:26]([NH:28][C:29]4[CH:30]=[C:31]5[C:35](=[CH:36][CH:37]=4)[N:34](C(OC(C)(C)C)=O)[N:33]=[CH:32]5)[C:25]4[C:20](=[CH:21][CH:22]=[CH:23][CH:24]=4)[N:19]=3)[CH:15]=[CH:16][CH:17]=2)=[O:10])[CH2:4][CH2:3]1.C(O)(C(F)(F)F)=O, predict the reaction product. The product is: [NH:34]1[C:35]2[C:31](=[CH:30][C:29]([NH:28][C:26]3[C:25]4[C:20](=[CH:21][CH:22]=[CH:23][CH:24]=4)[N:19]=[C:18]([C:14]4[CH:13]=[C:12]([NH:11][C:9](=[O:10])[CH2:8][N:5]5[CH2:4][CH2:3][N:2]([CH3:1])[CH2:7][CH2:6]5)[CH:17]=[CH:16][CH:15]=4)[N:27]=3)=[CH:37][CH:36]=2)[CH:32]=[N:33]1. (3) Given the reactants [Cl:1][C:2]1[CH:7]=[CH:6][C:5]([C:8]2[N:12](/[CH:13]=[CH:14]/[C:15]([F:18])([F:17])[F:16])[C:11](=[O:19])[N:10]([CH2:20][C:21]([OH:23])=[O:22])[N:9]=2)=[CH:4][CH:3]=1, predict the reaction product. The product is: [Cl:1][C:2]1[CH:7]=[CH:6][C:5]([C:8]2[N:12]([CH2:13][CH2:14][C:15]([F:17])([F:16])[F:18])[C:11](=[O:19])[N:10]([CH2:20][C:21]([OH:23])=[O:22])[N:9]=2)=[CH:4][CH:3]=1.